Task: Regression. Given two drug SMILES strings and cell line genomic features, predict the synergy score measuring deviation from expected non-interaction effect.. Dataset: NCI-60 drug combinations with 297,098 pairs across 59 cell lines Drug 1: CCCCCOC(=O)NC1=NC(=O)N(C=C1F)C2C(C(C(O2)C)O)O. Drug 2: CC1C(C(CC(O1)OC2CC(CC3=C2C(=C4C(=C3O)C(=O)C5=C(C4=O)C(=CC=C5)OC)O)(C(=O)CO)O)N)O.Cl. Cell line: PC-3. Synergy scores: CSS=21.6, Synergy_ZIP=-3.54, Synergy_Bliss=-4.72, Synergy_Loewe=-24.3, Synergy_HSA=-4.02.